From a dataset of Drug-target binding data from BindingDB using Ki measurements. Regression. Given a target protein amino acid sequence and a drug SMILES string, predict the binding affinity score between them. We predict pKi (pKi = -log10(Ki in M); higher means stronger inhibition). Dataset: bindingdb_ki. (1) The compound is COC(=O)c1ccc2oc(C(=O)C(Cc3ccccc3)NC(=O)Cn3c(-c4cccc(OC)c4)ncc(N)c3=O)nc2c1. The target protein (O35164) has sequence MQALLFLMALLLPSRAGAEEIIGGVESEPHSRPYMAYVNTFSKKGYVAICGGFLIAPQFVMTAAHCSGRRMTVTLGAHNVRKRECTQQKIKVEKYILPPNYNVSSKFNDIVLLKLKKQANLTSAVDVVPLPGPSDFAKPGTMCWAAGWGRTGVKKSISHTLREVELKIVGEKACKIFRHYKDSLQICVGSSTKVASVYMGDSGGPLLCAGVAHGIVSSGRGNAKPPAIFTRISPHVPWINRVIKGE. The pKi is 7.2. (2) The drug is NCCc1c[nH]c2ccc(C(N)=O)cc12. The target protein (P30940) has sequence MDFLNSSDQNLTSEELLNRMPSKILVSLTLSGLALMTTTINCLVITAIIVTRKLHHPANYLICSLAVTDFLVAVLVMPFSIVYIVRESWIMGQGLCDLWLSVDIICCTCSILHLSAIALDRYRAITDAVEYARKRTPRHAGITITTVWVISVFISVPPLFWRHQGNSRDDQCIIKHDHIVSTIYSTFGAFYIPLVLILILYYKIYRAARTLYHKRQASRMIKEELNGQVLLESGEKSIKLVSTSYMLEKSLSDPSTDFDRIHSTVKSPRSELKHEKSWRRQKISGTRERKAATTLGLILGAFVICWLPFFVKELVVNICEKCKISEEMSNFLAWLGYLNSLINPLIYTIFNEDFKKAFQKLVRCRN. The pKi is 5.6. (3) The drug is O=C(NCc1cc(F)cc(F)c1)c1nc(N2CCCCS2(=O)=O)cc(Br)c1O. The target protein (P01256) has sequence MGFLKFSPFLVVSILLLYQACGLQAVPLRSTLESSPGMAATLSEEEARLLLAALVQNYMQMKVRELEQEQEAEGSSVTAQKRSCNTATCVTHRLAGLLSRSGGVVKDNFVPTNVGSEAFGRRRRDLQA. The pKi is 5.2. (4) The compound is CC(C)[C@H](CC(=O)NCCc1cccc2ncccc12)C(=O)N[C@H](C=O)CC(=O)O. The target protein (P29452) has sequence MADKILRAKRKQFINSVSIGTINGLLDELLEKRVLNQEEMDKIKLANITAMDKARDLCDHVSKKGPQASQIFITYICNEDCYLAGILELQSAPSAETFVATEDSKGGHPSSSETKEEQNKEDGTFPGLTGTLKFCPLEKAQKLWKENPSEIYPIMNTTTRTRLALIICNTEFQHLSPRVGAQVDLREMKLLLEDLGYTVKVKENLTALEMVKEVKEFAACPEHKTSDSTFLVFMSHGIQEGICGTTYSNEVSDILKVDTIFQMMNTLKCPSLKDKPKVIIIQACRGEKQGVVLLKDSVRDSEEDFLTDAIFEDDGIKKAHIEKDFIAFCSSTPDNVSWRHPVRGSLFIESLIKHMKEYAWSCDLEDIFRKVRFSFEQPEFRLQMPTADRVTLTKRFYLFPGH. The pKi is 7.8.